This data is from Reaction yield outcomes from USPTO patents with 853,638 reactions. The task is: Predict the reaction yield, written as a fraction of the theoretical maximum amount of product (1.0 means a 100% yield; for example, 0.34 means a 34% yield). (1) The reactants are C(OC(=O)[NH:7][C:8]1[CH:16]=[C:15]2[C:11]([C:12]([C:28]#[N:29])=[C:13]([C:19]3[CH:24]=[CH:23][C:22]([O:25][CH2:26][CH3:27])=[CH:21][CH:20]=3)[N:14]2[CH2:17][CH3:18])=[CH:10][CH:9]=1)(C)(C)C.C(O)(C(F)(F)F)=O.C(Cl)Cl. No catalyst specified. The product is [NH2:7][C:8]1[CH:16]=[C:15]2[C:11]([C:12]([C:28]#[N:29])=[C:13]([C:19]3[CH:24]=[CH:23][C:22]([O:25][CH2:26][CH3:27])=[CH:21][CH:20]=3)[N:14]2[CH2:17][CH3:18])=[CH:10][CH:9]=1. The yield is 0.960. (2) The reactants are [OH:1][C:2]1[N:3]=[CH:4][C:5]2[C:10]([C:11]=1[C:12]([O:14][CH2:15][CH3:16])=[O:13])=[CH:9][CH:8]=[CH:7][CH:6]=2.[C:17]1(P(C2C=CC=CC=2)C2C=CC=CC=2)C=CC=C[CH:18]=1.C(O)C.CC(OC(/N=N/C(OC(C)C)=O)=O)C. The product is [CH2:17]([O:1][C:2]1[N:3]=[CH:4][C:5]2[C:10]([C:11]=1[C:12]([O:14][CH2:15][CH3:16])=[O:13])=[CH:9][CH:8]=[CH:7][CH:6]=2)[CH3:18]. The catalyst is C1COCC1. The yield is 0.760. (3) The reactants are [O:1]1[C:5]2[CH:6]=[CH:7][C:8]([CH2:10][NH:11][CH3:12])=[CH:9][C:4]=2[CH:3]=[CH:2]1.Cl.[O:14]=[C:15]1[NH:24][C:23]2[N:22]=[CH:21][C:20]([CH:25]=[CH:26][C:27]([OH:29])=O)=[CH:19][C:18]=2[CH2:17][CH2:16]1.C1C=CC2N(O)N=NC=2C=1.CCN(C(C)C)C(C)C.CCN=C=NCCCN(C)C.Cl. The catalyst is CN(C=O)C.O. The product is [O:1]1[C:5]2[CH:6]=[CH:7][C:8]([CH2:10][N:11]([CH3:12])[C:27](=[O:29])/[CH:26]=[CH:25]/[C:20]3[CH:21]=[N:22][C:23]4[NH:24][C:15](=[O:14])[CH2:16][CH2:17][C:18]=4[CH:19]=3)=[CH:9][C:4]=2[CH:3]=[CH:2]1. The yield is 0.570. (4) The reactants are [Cl:1][C:2]1[C:10]2[O:9][CH2:8][CH2:7][C:6]=2[CH:5]=[C:4]([C:11]([C@H:13]2[CH2:15][C@@H:14]2[C:16]([O:18][CH3:19])=[O:17])=[O:12])[CH:3]=1.C(C1C(=O)C(Cl)=C(Cl)C(=O)C=1C#N)#N. The catalyst is C1(C)C=CC=CC=1. The product is [CH3:19][O:18][C:16]([C@H:14]1[CH2:15][C@@H:13]1[C:11]([C:4]1[CH:3]=[C:2]([Cl:1])[C:10]2[O:9][CH:8]=[CH:7][C:6]=2[CH:5]=1)=[O:12])=[O:17]. The yield is 0.110. (5) The reactants are [C:1]([CH2:3][C:4]([N:6]1[CH2:9][CH:8]([N:10]2[CH:14]=[C:13]([C:15]([NH2:17])=[O:16])[C:12]([C:18]3[CH:23]=[CH:22][C:21]([O:24][C:25]4[CH:30]=[CH:29][CH:28]=[CH:27][CH:26]=4)=[CH:20][CH:19]=3)=[N:11]2)[CH2:7]1)=[O:5])#[N:2].[CH:31](=O)[CH3:32].[OH-].[Na+]. The catalyst is N1CCCCC1.CC(O)=O. The product is [C:1](/[C:3](=[CH:31]\[CH3:32])/[C:4]([N:6]1[CH2:7][CH:8]([N:10]2[CH:14]=[C:13]([C:15]([NH2:17])=[O:16])[C:12]([C:18]3[CH:23]=[CH:22][C:21]([O:24][C:25]4[CH:30]=[CH:29][CH:28]=[CH:27][CH:26]=4)=[CH:20][CH:19]=3)=[N:11]2)[CH2:9]1)=[O:5])#[N:2]. The yield is 0.260. (6) The reactants are Cl[C:2]1[N:11]=[C:10]([NH:12][CH2:13][CH:14]([C:21]2[CH:26]=[CH:25][CH:24]=[CH:23][CH:22]=2)[C:15]2[N:20]=[CH:19][CH:18]=[CH:17][N:16]=2)[C:9]2[C:4](=[CH:5][CH:6]=[CH:7][CH:8]=2)[N:3]=1.[CH3:27][N:28]([CH3:44])[C:29]1[CH:34]=[CH:33][C:32](B2OC(C)(C)C(C)(C)O2)=[CH:31][CH:30]=1.C1(C(C2C=CC=CN=2)CNC2C3C(=CC=CC=3)N=C(C3C=CC(NS(C)(=O)=O)=CC=3)N=2)C=CC=CC=1. The product is [CH3:27][N:28]([CH3:44])[C:29]1[CH:34]=[CH:33][C:32]([C:2]2[N:11]=[C:10]([NH:12][CH2:13][CH:14]([C:21]3[CH:26]=[CH:25][CH:24]=[CH:23][CH:22]=3)[C:15]3[N:20]=[CH:19][CH:18]=[CH:17][N:16]=3)[C:9]3[C:4](=[CH:5][CH:6]=[CH:7][CH:8]=3)[N:3]=2)=[CH:31][CH:30]=1. The yield is 0.320. The catalyst is C(Cl)(Cl)Cl.CO.